From a dataset of Reaction yield outcomes from USPTO patents with 853,638 reactions. Predict the reaction yield, written as a fraction of the theoretical maximum amount of product (1.0 means a 100% yield; for example, 0.34 means a 34% yield). (1) The reactants are [F:1][C:2]1[CH:7]=[CH:6][C:5]([N:8]2[C:12]([C:13]3[CH:23]=[CH:22][C:16]4[O:17][CH2:18][C:19](=[O:21])[NH:20][C:15]=4[CH:14]=3)=[CH:11][C:10]([C:24](OCC)=[O:25])=[N:9]2)=[CH:4][CH:3]=1.[H-].[Al+3].[Li+].[H-].[H-].[H-]. The catalyst is C1COCC1. The product is [F:1][C:2]1[CH:7]=[CH:6][C:5]([N:8]2[C:12]([C:13]3[CH:23]=[CH:22][C:16]4[O:17][CH2:18][C:19](=[O:21])[NH:20][C:15]=4[CH:14]=3)=[CH:11][C:10]([CH2:24][OH:25])=[N:9]2)=[CH:4][CH:3]=1. The yield is 0.960. (2) The reactants are [CH3:1][N:2]([S:15]([C:18]1[S:19][CH:20]=[CH:21][CH:22]=1)(=[O:17])=[O:16])[C:3]1[CH:4]=[CH:5][CH:6]=[C:7]2[C:11]=1[NH:10][C:9]([C:12]([OH:14])=O)=[CH:8]2.[N:23]1(O)C2C=CC=CC=2N=N1.Cl.CN(C)CCCN=C=NCC.N.C(O)(=O)CC(CC(O)=O)(C(O)=O)O. The catalyst is O.CN(C)C=O. The product is [CH3:1][N:2]([S:15]([C:18]1[S:19][CH:20]=[CH:21][CH:22]=1)(=[O:17])=[O:16])[C:3]1[CH:4]=[CH:5][CH:6]=[C:7]2[C:11]=1[NH:10][C:9]([C:12]([NH2:23])=[O:14])=[CH:8]2. The yield is 0.670. (3) The reactants are C([N:8]1[CH2:14][CH2:13][CH2:12][CH2:11][C@H:10]([NH:15][C:16]([N:18]2[CH2:24][CH2:23][C@@H:22]3[C@H:19]2[C:20](=[O:29])[N:21]3[S:25]([OH:28])(=[O:27])=[O:26])=[O:17])[CH2:9]1)C1C=CC=CC=1.[OH-].[H][H]. No catalyst specified. The product is [NH:8]1[CH2:14][CH2:13][CH2:12][CH2:11][C@H:10]([NH:15][C:16]([N:18]2[CH2:24][CH2:23][C@@H:22]3[C@H:19]2[C:20](=[O:29])[N:21]3[S:25]([OH:28])(=[O:26])=[O:27])=[O:17])[CH2:9]1. The yield is 0.390.